From a dataset of Peptide-MHC class I binding affinity with 185,985 pairs from IEDB/IMGT. Regression. Given a peptide amino acid sequence and an MHC pseudo amino acid sequence, predict their binding affinity value. This is MHC class I binding data. (1) The peptide sequence is SLLHESTLK. The MHC is HLA-B18:01 with pseudo-sequence HLA-B18:01. The binding affinity (normalized) is 0.0847. (2) The peptide sequence is SHAKVLVTF. The MHC is HLA-B15:01 with pseudo-sequence HLA-B15:01. The binding affinity (normalized) is 0.0847. (3) The peptide sequence is TYLYNKYSF. The binding affinity (normalized) is 0.467. The MHC is HLA-A30:01 with pseudo-sequence HLA-A30:01. (4) The peptide sequence is RYRRLIQIL. The MHC is HLA-B07:02 with pseudo-sequence HLA-B07:02. The binding affinity (normalized) is 0.158. (5) The peptide sequence is FTRYRKEAI. The MHC is HLA-A11:01 with pseudo-sequence HLA-A11:01. The binding affinity (normalized) is 0.0847. (6) The peptide sequence is GSEDRDLLY. The MHC is HLA-A69:01 with pseudo-sequence HLA-A69:01. The binding affinity (normalized) is 0.234. (7) The peptide sequence is IILVGYMSNL. The MHC is HLA-A02:03 with pseudo-sequence HLA-A02:03. The binding affinity (normalized) is 0.154.